From a dataset of Full USPTO retrosynthesis dataset with 1.9M reactions from patents (1976-2016). Predict the reactants needed to synthesize the given product. (1) Given the product [C:13]([C:8]1([OH:9])[C:2]([CH3:11])([CH3:1])[CH:3]2[CH2:7][C:6]1([CH3:10])[CH2:5][CH2:4]2)#[CH:14], predict the reactants needed to synthesize it. The reactants are: [CH3:1][C:2]1([CH3:11])[C:8](=[O:9])[C:6]2([CH3:10])[CH2:7][CH:3]1[CH2:4][CH2:5]2.O1CC[CH2:14][CH2:13]1. (2) Given the product [F:1][C:2]1[C:10]([C:11]2[CH:12]=[CH:13][C:14]([C:17]3([CH2:21][OH:22])[CH2:18][CH2:19][CH2:20]3)=[CH:15][CH:16]=2)=[C:9]([F:23])[CH:8]=[C:7]2[C:3]=1[C:4]([C:24]([OH:32])=[O:25])=[CH:5][NH:6]2, predict the reactants needed to synthesize it. The reactants are: [F:1][C:2]1[C:10]([C:11]2[CH:16]=[CH:15][C:14]([C:17]3([CH2:21][OH:22])[CH2:20][CH2:19][CH2:18]3)=[CH:13][CH:12]=2)=[C:9]([F:23])[CH:8]=[C:7]2[C:3]=1[C:4]([CH:24]=[O:25])=[CH:5][NH:6]2.CC(=CC)C.Cl([O-])=[O:32].[Na+].P([O-])(O)(O)=O.[Na+].S([O-])([O-])=O.[Na+].[Na+]. (3) Given the product [F:15][C:14]([F:17])([F:16])[C:13]([C:6]1[C:7]([CH3:12])=[N:8][C:9]2[C:4]([C:5]=1[C:19]1[CH:24]=[CH:23][CH:22]=[CH:21][CH:20]=1)=[CH:3][C:2]([N:25]1[CH2:30][CH2:29][O:28][CH2:27][CH2:26]1)=[CH:11][CH:10]=2)=[O:18], predict the reactants needed to synthesize it. The reactants are: Br[C:2]1[CH:3]=[C:4]2[C:9](=[CH:10][CH:11]=1)[N:8]=[C:7]([CH3:12])[C:6]([C:13](=[O:18])[C:14]([F:17])([F:16])[F:15])=[C:5]2[C:19]1[CH:24]=[CH:23][CH:22]=[CH:21][CH:20]=1.[NH:25]1[CH2:30][CH2:29][O:28][CH2:27][CH2:26]1. (4) Given the product [CH:1]1[CH:2]=[CH:3][N:4]2[CH2:10][C:9]3[CH:11]=[CH:12][CH:13]=[CH:14][C:8]=3[N:7]([C:15]([C:17]3[CH:22]=[CH:21][C:20]([C:39]4[CH:44]([CH3:45])[CH2:43][CH2:42][CH2:41][C:40]=4[CH3:46])=[C:19]([CH3:32])[CH:18]=3)=[O:16])[CH2:6][C:5]=12, predict the reactants needed to synthesize it. The reactants are: [CH:1]1[CH:2]=[CH:3][N:4]2[CH2:10][C:9]3[CH:11]=[CH:12][CH:13]=[CH:14][C:8]=3[N:7]([C:15]([C:17]3[CH:22]=[CH:21][C:20](B4OC(C)(C)C(C)(C)O4)=[C:19]([CH3:32])[CH:18]=3)=[O:16])[CH2:6][C:5]=12.FC(F)(F)S(O[C:39]1[CH:44]([CH3:45])[CH2:43][CH2:42][CH2:41][C:40]=1[CH3:46])(=O)=O. (5) The reactants are: [Cl:1][C:2]1[CH:3]=[C:4]2[CH:10]=[CH:9][N:8]([C:11]3[N:15]([CH3:16])[N:14]=[C:13]([CH3:17])[C:12]=3/[CH:18]=[CH:19]/[C:20]([O:22]CC)=[O:21])[C:5]2=[N:6][CH:7]=1.O1CCCC1.[OH-].[Na+].S([O-])(O)(=O)=O.[K+]. Given the product [Cl:1][C:2]1[CH:3]=[C:4]2[CH:10]=[CH:9][N:8]([C:11]3[N:15]([CH3:16])[N:14]=[C:13]([CH3:17])[C:12]=3/[CH:18]=[CH:19]/[C:20]([OH:22])=[O:21])[C:5]2=[N:6][CH:7]=1, predict the reactants needed to synthesize it.